Dataset: Full USPTO retrosynthesis dataset with 1.9M reactions from patents (1976-2016). Task: Predict the reactants needed to synthesize the given product. (1) The reactants are: O=[C:2]1[CH2:5][N:4]([C:6]([O:8][C:9]([CH3:12])([CH3:11])[CH3:10])=[O:7])[CH2:3]1.C1(P(=[CH:32][CH:33]=[O:34])(C2C=CC=CC=2)C2C=CC=CC=2)C=CC=CC=1. Given the product [O:34]=[CH:33][CH:32]=[C:2]1[CH2:5][N:4]([C:6]([O:8][C:9]([CH3:12])([CH3:11])[CH3:10])=[O:7])[CH2:3]1, predict the reactants needed to synthesize it. (2) Given the product [Cl:14][C:15]1[CH:20]=[CH:19][C:18](/[CH:21]=[CH:22]/[S:23]([NH:1][C:2]2[CH:7]=[CH:6][C:5]([C:8]#[N:9])=[CH:4][C:3]=2[S:10]([NH2:13])(=[O:11])=[O:12])(=[O:24])=[O:25])=[C:17]([O:27][CH3:28])[CH:16]=1, predict the reactants needed to synthesize it. The reactants are: [NH2:1][C:2]1[CH:7]=[CH:6][C:5]([C:8]#[N:9])=[CH:4][C:3]=1[S:10]([NH2:13])(=[O:12])=[O:11].[Cl:14][C:15]1[CH:20]=[CH:19][C:18]([CH:21]=[CH:22][S:23](Cl)(=[O:25])=[O:24])=[C:17]([O:27][CH3:28])[CH:16]=1. (3) The reactants are: [OH:1][C:2]1[CH:3]=[C:4]2[C:8](=[CH:9][CH:10]=1)[NH:7][CH:6]=[CH:5]2.[H-].[Na+].[NH2:13][C:14]1[CH:19]=[C:18](Cl)[C:17]([C:21]#[N:22])=[CH:16][N:15]=1. Given the product [NH2:13][C:14]1[CH:19]=[C:18]([O:1][C:2]2[CH:3]=[C:4]3[C:8](=[CH:9][CH:10]=2)[NH:7][CH:6]=[CH:5]3)[C:17]([C:21]#[N:22])=[CH:16][N:15]=1, predict the reactants needed to synthesize it. (4) Given the product [C:10]([C:12]1[C:13]([N:25]2[CH2:28][CH:27]([C:29](=[O:30])[NH:65][S:62]([C:56]3[CH:61]=[CH:60][CH:59]=[CH:58][CH:57]=3)(=[O:64])=[O:63])[CH2:26]2)=[N:14][C:15]([O:23][CH3:24])=[C:16]([CH:17]=1)[C:18]([O:20][CH2:21][CH3:22])=[O:19])#[N:11], predict the reactants needed to synthesize it. The reactants are: CCN(C(C)C)C(C)C.[C:10]([C:12]1[C:13]([N:25]2[CH2:28][CH:27]([C:29](O)=[O:30])[CH2:26]2)=[N:14][C:15]([O:23][CH3:24])=[C:16]([C:18]([O:20][CH2:21][CH3:22])=[O:19])[CH:17]=1)#[N:11].C1CN([P+](Br)(N2CCCC2)N2CCCC2)CC1.F[P-](F)(F)(F)(F)F.[C:56]1([S:62]([NH2:65])(=[O:64])=[O:63])[CH:61]=[CH:60][CH:59]=[CH:58][CH:57]=1. (5) Given the product [OH:2][C:3]1[CH:4]=[CH:5][C:6]([N:9]2[C@@H:13]([C:14]3[CH:15]=[CH:16][C:17]([C@:20]4([C:36](=[O:38])[NH2:37])[CH2:24][CH2:23][CH2:22][N:21]4[C:25](=[O:35])[C@@H:26]([NH:30][C:31](=[O:34])[O:32][CH3:33])[CH:27]([CH3:29])[CH3:28])=[CH:18][CH:19]=3)[CH2:12][CH2:11][C@@H:10]2[C:39]2[CH:40]=[CH:41][C:42]([C@:45]3([C:61](=[O:63])[NH2:62])[CH2:49][CH2:48][CH2:47][N:46]3[C:50](=[O:60])[C@@H:51]([NH:55][C:56](=[O:59])[O:57][CH3:58])[CH:52]([CH3:54])[CH3:53])=[CH:43][CH:44]=2)=[CH:7][CH:8]=1, predict the reactants needed to synthesize it. The reactants are: C[O:2][C:3]1[CH:8]=[CH:7][C:6]([N:9]2[C@@H:13]([C:14]3[CH:19]=[CH:18][C:17]([C@:20]4([C:36](=[O:38])[NH2:37])[CH2:24][CH2:23][CH2:22][N:21]4[C:25](=[O:35])[C@@H:26]([NH:30][C:31](=[O:34])[O:32][CH3:33])[CH:27]([CH3:29])[CH3:28])=[CH:16][CH:15]=3)[CH2:12][CH2:11][C@@H:10]2[C:39]2[CH:44]=[CH:43][C:42]([C@:45]3([C:61](=[O:63])[NH2:62])[CH2:49][CH2:48][CH2:47][N:46]3[C:50](=[O:60])[C@@H:51]([NH:55][C:56](=[O:59])[O:57][CH3:58])[CH:52]([CH3:54])[CH3:53])=[CH:41][CH:40]=2)=[CH:5][CH:4]=1. (6) Given the product [CH3:22][Si:21]([C:19]#[C:20][C:2]1[CH:7]=[CH:6][C:5]([N:8]2[CH:12]=[N:11][N:10]=[C:9]2[C:13]2[CH:18]=[CH:17][N:16]=[CH:15][CH:14]=2)=[CH:4][CH:3]=1)([CH3:24])[CH3:23], predict the reactants needed to synthesize it. The reactants are: Br[C:2]1[CH:7]=[CH:6][C:5]([N:8]2[CH:12]=[N:11][N:10]=[C:9]2[C:13]2[CH:18]=[CH:17][N:16]=[CH:15][CH:14]=2)=[CH:4][CH:3]=1.[C:19]([Si:21]([CH3:24])([CH3:23])[CH3:22])#[CH:20].O. (7) Given the product [CH3:1][O:2][C:3](=[O:25])[C:4]1[CH:9]=[C:8]([NH2:10])[C:7]([NH:13][CH3:14])=[CH:6][C:5]=1[N:15]1[CH2:16][CH2:17][CH:18]([C:21]([F:22])([F:24])[F:23])[CH2:19][CH2:20]1, predict the reactants needed to synthesize it. The reactants are: [CH3:1][O:2][C:3](=[O:25])[C:4]1[CH:9]=[C:8]([N+:10]([O-])=O)[C:7]([NH:13][CH3:14])=[CH:6][C:5]=1[N:15]1[CH2:20][CH2:19][CH:18]([C:21]([F:24])([F:23])[F:22])[CH2:17][CH2:16]1.